Dataset: Forward reaction prediction with 1.9M reactions from USPTO patents (1976-2016). Task: Predict the product of the given reaction. (1) The product is: [F:1][C:2]1[CH:7]=[CH:6][C:5]([C:8]([F:11])([F:10])[F:9])=[CH:4][C:3]=1[NH:12][C:13]([NH:34][C:33]1[CH:32]=[CH:31][C:30]([B:25]2[O:26][C:27]([CH3:29])([CH3:28])[C:23]([CH3:37])([CH3:22])[O:24]2)=[CH:36][CH:35]=1)=[O:14]. Given the reactants [F:1][C:2]1[CH:7]=[CH:6][C:5]([C:8]([F:11])([F:10])[F:9])=[CH:4][C:3]=1[N:12]=[C:13]=[O:14].C(N(CC)CC)C.[CH3:22][C:23]1([CH3:37])[C:27]([CH3:29])([CH3:28])[O:26][B:25]([C:30]2[CH:36]=[CH:35][C:33]([NH2:34])=[CH:32][CH:31]=2)[O:24]1.CO, predict the reaction product. (2) The product is: [N:16]1([CH2:15][CH2:14][CH2:12][CH2:13][CH2:8][CH2:7][C:6]([OH:52])=[O:5])[CH:20]=[CH:19][CH:18]=[CH:17]1. Given the reactants C([O:5][C:6](=[O:52])[CH2:7][CH:8]1[CH2:13][CH:12]([CH2:14][CH2:15][N:16]2[CH:20](C(C)C)[CH:19](C(=O)NC3C=CC=CC=3)[CH:18](C3C=CC=CC=3)[CH:17]2C2C=CC(F)=CC=2)OB(C2C=CC=CC=2)O1)(C)(C)C.O.CO.[O-2].[Ca+2], predict the reaction product. (3) Given the reactants [C:1]([O:5][C:6]([N:8]1[CH2:13][CH2:12][CH:11]([O:14][C:15]2[CH:20]=[CH:19][C:18]([NH:21][CH2:22]/[CH:23]=[CH:24]/[C:25]3[CH:26]=[C:27]([CH:30]=[CH:31][CH:32]=3)[C:28]#[N:29])=[CH:17][CH:16]=2)[CH2:10][CH2:9]1)=[O:7])([CH3:4])([CH3:3])[CH3:2].C(=O)([O-])[O-].[K+].[K+].Br[CH:40]([CH3:46])[C:41]([O:43][CH2:44][CH3:45])=[O:42].O, predict the reaction product. The product is: [C:1]([O:5][C:6]([N:8]1[CH2:13][CH2:12][CH:11]([O:14][C:15]2[CH:20]=[CH:19][C:18]([N:21]([CH:40]([CH3:46])[C:41]([O:43][CH2:44][CH3:45])=[O:42])[CH2:22]/[CH:23]=[CH:24]/[C:25]3[CH:32]=[CH:31][CH:30]=[C:27]([C:28]#[N:29])[CH:26]=3)=[CH:17][CH:16]=2)[CH2:10][CH2:9]1)=[O:7])([CH3:4])([CH3:2])[CH3:3]. (4) Given the reactants Br[C:2]1[CH:3]=[C:4]([C:8]2[N:13]=[C:12]([C:14]3[CH:19]=[CH:18][CH:17]=[CH:16][CH:15]=3)[N:11]=[C:10]([C:20]3[CH:25]=[CH:24][CH:23]=[CH:22][CH:21]=3)[N:9]=2)[CH:5]=[CH:6][CH:7]=1.B([C:29]1[CH:30]=[C:31]([C:41]2[CH:42]=[CH:43][C:44]3[N:45]([C:54]4[CH:59]=[CH:58][CH:57]=[CH:56][CH:55]=4)[C:46]4[C:51]([C:52]=3[CH:53]=2)=[CH:50][CH:49]=[CH:48][CH:47]=4)[CH:32]=[C:33]([C:35]2[CH:40]=[CH:39][CH:38]=[CH:37][CH:36]=2)[CH:34]=1)(O)O.C([O-])([O-])=O.[Na+].[Na+], predict the reaction product. The product is: [C:14]1([C:12]2[N:11]=[C:10]([C:20]3[CH:21]=[CH:22][CH:23]=[CH:24][CH:25]=3)[N:9]=[C:8]([C:4]3[CH:3]=[C:2]([C:29]4[CH:34]=[C:33]([C:35]5[CH:40]=[CH:39][CH:38]=[CH:37][CH:36]=5)[CH:32]=[C:31]([C:41]5[CH:42]=[CH:43][C:44]6[N:45]([C:54]7[CH:59]=[CH:58][CH:57]=[CH:56][CH:55]=7)[C:46]7[C:51]([C:52]=6[CH:53]=5)=[CH:50][CH:49]=[CH:48][CH:47]=7)[CH:30]=4)[CH:7]=[CH:6][CH:5]=3)[N:13]=2)[CH:19]=[CH:18][CH:17]=[CH:16][CH:15]=1. (5) Given the reactants [C:1]([N:8]1[CH2:15][CH2:14][CH2:13][C@H:9]1[C:10]([OH:12])=[O:11])([O:3][C:4]([CH3:7])([CH3:6])[CH3:5])=[O:2].CCN=C=NCCCN(C)C.C1C=CC2N(O)N=NC=2C=1.O/[N:38]=[C:39](\[NH2:46])/[C:40]1[CH:45]=[CH:44][CH:43]=[CH:42][CH:41]=1, predict the reaction product. The product is: [NH2:46]/[C:39](=[N:38]\[O:11][C:10]([C@@H:9]1[CH2:13][CH2:14][CH2:15][N:8]1[C:1]([O:3][C:4]([CH3:7])([CH3:6])[CH3:5])=[O:2])=[O:12])/[C:40]1[CH:45]=[CH:44][CH:43]=[CH:42][CH:41]=1. (6) Given the reactants [CH:1]([C:3]1[C:4]([F:15])=[CH:5][N:6]=[C:7]2[C:12]=1[N:11]=[C:10]([O:13][CH3:14])[CH:9]=[CH:8]2)=[CH2:2].[OH:16][C@@H:17]1[CH2:21][NH:20][CH2:19][C@H:18]1[CH2:22][NH:23][C:24](=[O:33])[O:25][CH2:26][C:27]1[CH:32]=[CH:31][CH:30]=[CH:29][CH:28]=1, predict the reaction product. The product is: [C:27]1([CH2:26][O:25][C:24](=[O:33])[NH:23][CH2:22][C@H:18]2[C@H:17]([OH:16])[CH2:21][N:20]([CH2:2][CH2:1][C:3]3[C:12]4[C:7](=[CH:8][CH:9]=[C:10]([O:13][CH3:14])[N:11]=4)[N:6]=[CH:5][C:4]=3[F:15])[CH2:19]2)[CH:32]=[CH:31][CH:30]=[CH:29][CH:28]=1. (7) Given the reactants [C:1]([C:4]1[CH:9]=[C:8]([O:10][C:11]2[CH:16]=[CH:15][C:14]([NH:17][C:18]([C:20]3([C:23]([OH:25])=O)[CH2:22][CH2:21]3)=[O:19])=[C:13]([F:26])[CH:12]=2)[CH:7]=[CH:6][N:5]=1)(=[O:3])[NH2:2].[F:27][C:28]1[CH:34]=[CH:33][C:31]([NH2:32])=[CH:30][CH:29]=1.O.[Cl-].COC1N=C(OC)N=C([N+]2(C)CCOCC2)N=1, predict the reaction product. The product is: [F:26][C:13]1[CH:12]=[C:11]([CH:16]=[CH:15][C:14]=1[NH:17][C:18]([C:20]1([C:23](=[O:25])[NH:32][C:31]2[CH:33]=[CH:34][C:28]([F:27])=[CH:29][CH:30]=2)[CH2:22][CH2:21]1)=[O:19])[O:10][C:8]1[CH:7]=[CH:6][N:5]=[C:4]([C:1]([NH2:2])=[O:3])[CH:9]=1. (8) Given the reactants C1N=CN(C(N2C=NC=C2)=O)C=1.[C:13](O)(=[O:16])[C:14]#[CH:15].[C:18]([O:21][CH2:22][CH2:23][C:24]1[CH:29]=[CH:28][C:27]([NH:30][C:31](=[NH:43])[CH2:32][C:33]([C:35]2[CH:40]=[CH:39][C:38]([F:41])=[CH:37][C:36]=2[F:42])=[O:34])=[CH:26][CH:25]=1)(=[O:20])[CH3:19], predict the reaction product. The product is: [C:18]([O:21][CH2:22][CH2:23][C:24]1[CH:25]=[CH:26][C:27]([N:30]2[C:31]([NH2:43])=[C:32]([C:33](=[O:34])[C:35]3[CH:40]=[CH:39][C:38]([F:41])=[CH:37][C:36]=3[F:42])[CH:15]=[CH:14][C:13]2=[O:16])=[CH:28][CH:29]=1)(=[O:20])[CH3:19].